This data is from Catalyst prediction with 721,799 reactions and 888 catalyst types from USPTO. The task is: Predict which catalyst facilitates the given reaction. (1) The catalyst class is: 2. Product: [CH3:2][C:3]1([CH3:23])[CH:12]=[CH:11][C:10]2[C:5](=[C:6]([CH2:13][N:14]3[CH2:15][CH2:16][C:17]4([CH2:20][N:19]([C:24](=[O:31])[C:25]5[CH:30]=[CH:29][N:28]=[CH:27][CH:26]=5)[CH2:18]4)[CH2:21][CH2:22]3)[CH:7]=[CH:8][CH:9]=2)[O:4]1. Reactant: Cl.[CH3:2][C:3]1([CH3:23])[CH:12]=[CH:11][C:10]2[C:5](=[C:6]([CH2:13][N:14]3[CH2:22][CH2:21][C:17]4([CH2:20][NH:19][CH2:18]4)[CH2:16][CH2:15]3)[CH:7]=[CH:8][CH:9]=2)[O:4]1.[C:24](O)(=[O:31])[C:25]1[CH:30]=[CH:29][N:28]=[CH:27][CH:26]=1.CCN=C=NCCCN(C)C.C1C=CC2N(O)N=NC=2C=1.CCN(CC)CC. (2) Product: [CH:13]1([NH:12][C:10](=[O:11])[C:9]2[CH:16]=[CH:17][C:18]([CH3:19])=[C:7]([N:6]3[CH:5]=[N:4][C:3]4[C:2]3=[N:1][CH:28]=[N:30][C:20]=4[C:21]3[CH:26]=[CH:25][CH:24]=[CH:23][CH:22]=3)[CH:8]=2)[CH2:15][CH2:14]1. Reactant: [NH2:1][C:2]1[N:6]([C:7]2[CH:8]=[C:9]([CH:16]=[CH:17][C:18]=2[CH3:19])[C:10]([NH:12][CH:13]2[CH2:15][CH2:14]2)=[O:11])[CH:5]=[N:4][C:3]=1[C:20](=O)[C:21]1[CH:26]=[CH:25][CH:24]=[CH:23][CH:22]=1.[CH:28]([NH2:30])=O.C(O)(=O)C. The catalyst class is: 34. (3) Reactant: [CH3:1][O:2][C:3]1[CH:4]=[CH:5][C:6]2[C:18]3[C:17]4[CH:16]=[CH:15][C:14]([O:19][CH3:20])=[CH:13][C:12]=4[C:11](=[O:21])[C:10]=3[CH:9]=[C:8]([OH:22])[C:7]=2[CH:23]=1.[C:24](O[C:24]([O:26][C:27]([CH3:30])([CH3:29])[CH3:28])=[O:25])([O:26][C:27]([CH3:30])([CH3:29])[CH3:28])=[O:25]. Product: [CH3:1][O:2][C:3]1[CH:4]=[CH:5][C:6]2[C:18]3[C:17]4[CH:16]=[CH:15][C:14]([O:19][CH3:20])=[CH:13][C:12]=4[C:11](=[O:21])[C:10]=3[CH:9]=[C:8]([O:22][C:24]([O:26][C:27]([CH3:30])([CH3:29])[CH3:28])=[O:25])[C:7]=2[CH:23]=1. The catalyst class is: 527. (4) Reactant: S1C2CCC(C([O-])=O)NC=2N=C1.[N:13]([CH2:16][CH2:17][CH2:18][C:19]1([C:35]2[CH:40]=[CH:39][CH:38]=[CH:37][CH:36]=2)[N:23]([C:24](=[S:26])[NH2:25])[N:22]=[C:21]([C:27]2[CH:32]=[C:31]([F:33])[CH:30]=[CH:29][C:28]=2[F:34])[S:20]1)=[N+]=[N-].Br[CH:42]1[C:47](=O)[CH2:46][CH2:45][N:44]([C:49](OC(C)(C)C)=O)[CH2:43]1.CCN(C(C)C)C(C)C. Product: [F:34][C:28]1[CH:29]=[CH:30][C:31]([F:33])=[CH:32][C:27]=1[C:21]1[S:20][C:19]([CH2:18][CH2:17][CH2:16][NH2:13])([C:35]2[CH:40]=[CH:39][CH:38]=[CH:37][CH:36]=2)[N:23]([C:24]2[S:26][C:42]3[CH2:43][N:44]([CH3:49])[CH2:45][CH2:46][C:47]=3[N:25]=2)[N:22]=1. The catalyst class is: 8. (5) Reactant: C([O:8][C:9]1[C:14](=[O:15])[N:13]2[CH:16]=[C:17]([N:27]3[CH2:32][CH2:31][O:30][CH2:29][CH2:28]3)[CH:18]=[C:19]([N:20]3[CH2:24][CH2:23][N:22]([CH3:25])[C:21]3=[O:26])[C:12]2=[N:11][C:10]=1[C:33]1[S:34][C:35]([CH2:38][C:39]2[CH:44]=[CH:43][C:42]([F:45])=[C:41]([Cl:46])[CH:40]=2)=[CH:36][N:37]=1)C1C=CC=CC=1. Product: [Cl:46][C:41]1[CH:40]=[C:39]([CH:44]=[CH:43][C:42]=1[F:45])[CH2:38][C:35]1[S:34][C:33]([C:10]2[N:11]=[C:12]3[C:19]([N:20]4[CH2:24][CH2:23][N:22]([CH3:25])[C:21]4=[O:26])=[CH:18][C:17]([N:27]4[CH2:32][CH2:31][O:30][CH2:29][CH2:28]4)=[CH:16][N:13]3[C:14](=[O:15])[C:9]=2[OH:8])=[N:37][CH:36]=1. The catalyst class is: 55. (6) The catalyst class is: 39. Product: [CH3:1][C:2]1[N:6]([C:7]2[CH:8]=[C:9]([CH3:13])[CH:10]=[CH:11][CH:12]=2)[C:5]2[CH:14]=[CH:15][C:16]([C:18]([N:27]3[CH2:23][CH2:22][CH2:21][CH2:26][CH2:25]3)=[O:20])=[CH:17][C:4]=2[N:3]=1. Reactant: [CH3:1][C:2]1[N:6]([C:7]2[CH:8]=[C:9]([CH3:13])[CH:10]=[CH:11][CH:12]=2)[C:5]2[CH:14]=[CH:15][C:16]([C:18]([OH:20])=O)=[CH:17][C:4]=2[N:3]=1.[CH:21]1[CH:22]=[CH:23]C2N(O)N=[N:27][C:25]=2[CH:26]=1.N1CCCCC1.CCN=C=NCCCN(C)C.Cl. (7) Reactant: [CH:1]1([NH2:11])[C:10]2[C:5](=[CH:6][CH:7]=[CH:8][CH:9]=2)[CH2:4][CH2:3][CH2:2]1.F[C:13]1[CH:18]=[C:17]([F:19])[CH:16]=[CH:15][C:14]=1[S:20]([CH3:23])(=[O:22])=[O:21].C(N(C(C)C)CC)(C)C. Product: [F:19][C:17]1[CH:18]=[CH:13][C:14]([S:20]([CH3:23])(=[O:22])=[O:21])=[C:15]([NH:11][CH:1]2[C:10]3[C:5](=[CH:6][CH:7]=[CH:8][CH:9]=3)[CH2:4][CH2:3][CH2:2]2)[CH:16]=1. The catalyst class is: 23. (8) Reactant: C([O:3][C:4]([C:6]1[CH:7]=[N:8][N:9]([C:11]2[CH:16]=[CH:15][C:14]([S:17]([CH3:20])(=[O:19])=[O:18])=[CH:13][CH:12]=2)[CH:10]=1)=O)C.[H-].[H-].[H-].[H-].[Li+].[Al+3]. Product: [CH3:20][S:17]([C:14]1[CH:13]=[CH:12][C:11]([N:9]2[CH:10]=[C:6]([CH2:4][OH:3])[CH:7]=[N:8]2)=[CH:16][CH:15]=1)(=[O:18])=[O:19]. The catalyst class is: 1. (9) The catalyst class is: 161. Reactant: [N:1]1([CH2:6][CH2:7][OH:8])[CH2:5][CH2:4][CH2:3][CH2:2]1.[H-].[Na+].[F:11][C:12]1[C:13](F)=[C:14]([N+:18]([O-:20])=[O:19])[CH:15]=[CH:16][CH:17]=1. Product: [F:11][C:12]1[CH:13]=[C:14]([N+:18]([O-:20])=[O:19])[CH:15]=[CH:16][C:17]=1[O:8][CH2:7][CH2:6][N:1]1[CH2:5][CH2:4][CH2:3][CH2:2]1.